Dataset: Forward reaction prediction with 1.9M reactions from USPTO patents (1976-2016). Task: Predict the product of the given reaction. (1) Given the reactants [CH3:1][O:2][C:3](=[O:18])[CH2:4][C:5]1[S:9][C:8]([NH:10][C:11]([O:13][C:14]([CH3:17])([CH3:16])[CH3:15])=[O:12])=[N:7][CH:6]=1.[Se](=O)=[O:20].C(Cl)Cl.CO, predict the reaction product. The product is: [CH3:1][O:2][C:3](=[O:18])[C:4]([C:5]1[S:9][C:8]([NH:10][C:11]([O:13][C:14]([CH3:15])([CH3:17])[CH3:16])=[O:12])=[N:7][CH:6]=1)=[O:20]. (2) Given the reactants [CH3:1][O:2][C:3]1[CH:8]=[C:7]([O:9][CH3:10])[CH:6]=[CH:5][C:4]=1[C:11]1[N:12]=[C:13]([NH2:16])[S:14][CH:15]=1.[H-].[Na+].[CH2:19]([O:26][C:27]([C:44]([F:47])([F:46])[F:45])([CH2:31][C:32]([C:35]1[CH:40]=[C:39]([F:41])[CH:38]=[CH:37][C:36]=1[O:42][CH3:43])([CH3:34])[CH3:33])[C:28](Cl)=[O:29])[C:20]1[CH:25]=[CH:24][CH:23]=[CH:22][CH:21]=1, predict the reaction product. The product is: [CH3:1][O:2][C:3]1[CH:8]=[C:7]([O:9][CH3:10])[CH:6]=[CH:5][C:4]=1[C:11]1[N:12]=[C:13]([NH:16][C:28](=[O:29])[C:27]([O:26][CH2:19][C:20]2[CH:25]=[CH:24][CH:23]=[CH:22][CH:21]=2)([C:44]([F:45])([F:46])[F:47])[CH2:31][C:32]([C:35]2[CH:40]=[C:39]([F:41])[CH:38]=[CH:37][C:36]=2[O:42][CH3:43])([CH3:34])[CH3:33])[S:14][CH:15]=1. (3) Given the reactants [NH2:1][C:2]1[S:3][C:4]([C:10]2[C:15]([F:16])=[CH:14][C:13]([C:17]([OH:20])([CH3:19])[CH3:18])=[CH:12][C:11]=2[F:21])=[CH:5][C:6]=1[C:7]([NH2:9])=[O:8].Cl[C:23]1[N:28]=[C:27]([CH3:29])[C:26]([C:30]#[C:31][C:32]([CH3:35])([OH:34])[CH3:33])=[CH:25][CH:24]=1, predict the reaction product. The product is: [F:16][C:15]1[CH:14]=[C:13]([C:17]([OH:20])([CH3:18])[CH3:19])[CH:12]=[C:11]([F:21])[C:10]=1[C:4]1[S:3][C:2]([NH:1][C:23]2[CH:24]=[CH:25][C:26]([C:30]#[C:31][C:32]([OH:34])([CH3:33])[CH3:35])=[C:27]([CH3:29])[N:28]=2)=[C:6]([C:7]([NH2:9])=[O:8])[CH:5]=1. (4) The product is: [N:14]([C:11]([C:9]1[N:10]=[C:5]2[CH:4]=[CH:3][C:2]([Cl:1])=[N:7][N:6]2[CH:8]=1)=[O:12])=[N+:15]=[N-:16]. Given the reactants [Cl:1][C:2]1[CH:3]=[CH:4][C:5]2[N:6]([CH:8]=[C:9]([C:11](Cl)=[O:12])[N:10]=2)[N:7]=1.[N-:14]=[N+:15]=[N-:16].[Na+].C([O-])(O)=O.[Na+], predict the reaction product. (5) Given the reactants [N:1]1([CH2:10][C:11]([OH:13])=[O:12])[C:5]2=[N:6][CH:7]=[CH:8][CH:9]=[C:4]2[CH:3]=[CH:2]1.C1C(=O)N([Cl:21])C(=O)C1, predict the reaction product. The product is: [Cl:21][C:3]1[C:4]2[C:5](=[N:6][CH:7]=[CH:8][CH:9]=2)[N:1]([CH2:10][C:11]([OH:13])=[O:12])[CH:2]=1. (6) Given the reactants [S:1]1[CH:5]=[CH:4][CH:3]=[C:2]1[CH:6]=O.[CH2:8]([O:10][CH:11]([O:14][CH2:15][CH3:16])[CH2:12][NH2:13])[CH3:9].O, predict the reaction product. The product is: [CH2:8]([O:10][CH:11]([O:14][CH2:15][CH3:16])[CH2:12][N:13]=[CH:6][C:2]1[S:1][CH:5]=[CH:4][CH:3]=1)[CH3:9]. (7) Given the reactants [Br:1][C:2]1[CH:10]=[C:9]2[C:5]([C:6]3[C:14]([C:15]4[C:16]([CH3:32])=[C:17]([NH:21]C(=O)OCC5C=CC=CC=5)[CH:18]=[CH:19][CH:20]=4)=[C:13]([CH3:33])[N:12]=[C:11]([C:34](=[O:36])[NH2:35])[C:7]=3[NH:8]2)=[CH:4][CH:3]=1.I[Si](C)(C)C, predict the reaction product. The product is: [NH2:21][C:17]1[C:16]([CH3:32])=[C:15]([C:14]2[C:6]3[C:5]4[C:9](=[CH:10][C:2]([Br:1])=[CH:3][CH:4]=4)[NH:8][C:7]=3[C:11]([C:34]([NH2:35])=[O:36])=[N:12][C:13]=2[CH3:33])[CH:20]=[CH:19][CH:18]=1.